Regression. Given a peptide amino acid sequence and an MHC pseudo amino acid sequence, predict their binding affinity value. This is MHC class II binding data. From a dataset of Peptide-MHC class II binding affinity with 134,281 pairs from IEDB. (1) The MHC is DRB1_1001 with pseudo-sequence DRB1_1001. The peptide sequence is PQVKYAVFEAALTKA. The binding affinity (normalized) is 0.767. (2) The peptide sequence is EGHHLASAAILGHDG. The MHC is HLA-DPA10201-DPB11401 with pseudo-sequence HLA-DPA10201-DPB11401. The binding affinity (normalized) is 0.157. (3) The binding affinity (normalized) is 0.139. The MHC is DRB1_0301 with pseudo-sequence DRB1_0301. The peptide sequence is KASTGGAYESYKFIPALEAA. (4) The binding affinity (normalized) is 0.491. The MHC is DRB1_0404 with pseudo-sequence DRB1_0404. The peptide sequence is LYKGVYELQTLELNM. (5) The peptide sequence is TKCYKLEHPVTGCGERTE. The MHC is DRB5_0101 with pseudo-sequence DRB5_0101. The binding affinity (normalized) is 0.574.